This data is from Forward reaction prediction with 1.9M reactions from USPTO patents (1976-2016). The task is: Predict the product of the given reaction. (1) Given the reactants O[CH2:2][C:3]1[CH:4]=[CH:5][C:6]([O:20][C:21]2[CH:26]=[CH:25][CH:24]=[CH:23][CH:22]=2)=[C:7]([C:9]2[C:10]3[CH:19]=[CH:18][NH:17][C:11]=3[C:12](=[O:16])[N:13]([CH3:15])[CH:14]=2)[CH:8]=1.[NH:27]1[CH:31]=[CH:30][CH:29]=[N:28]1.C1(P(C2C=CC=CC=2)C2C=CC=CC=2)C=CC=CC=1.N(C(OC(C)(C)C)=O)=NC(OC(C)(C)C)=O, predict the reaction product. The product is: [CH3:15][N:13]1[CH:14]=[C:9]([C:7]2[CH:8]=[C:3]([CH2:2][N:27]3[CH:31]=[CH:30][CH:29]=[N:28]3)[CH:4]=[CH:5][C:6]=2[O:20][C:21]2[CH:22]=[CH:23][CH:24]=[CH:25][CH:26]=2)[C:10]2[CH:19]=[CH:18][NH:17][C:11]=2[C:12]1=[O:16]. (2) Given the reactants Cl[CH2:2][C:3]1[CH:4]=[C:5]([CH:9]=[CH:10][CH:11]=1)[C:6]([OH:8])=[O:7].[H-].[Na+].[CH2:14]([O:18]CC1C=CC(C(O)=O)=CC=1)[CH2:15]C=C, predict the reaction product. The product is: [CH2:14]([O:18][CH2:2][C:3]1[CH:4]=[C:5]([CH:9]=[CH:10][CH:11]=1)[C:6]([OH:8])=[O:7])[CH3:15]. (3) Given the reactants [NH2:1][C:2]1[N:6]([C:7]2[C:12]([Cl:13])=[CH:11][C:10]([C:14]([F:17])([F:16])[F:15])=[CH:9][C:8]=2[Cl:18])[N:5]=[C:4]([C:19]#[N:20])[C:3]=1[S:21]([C:23]([F:26])([F:25])[F:24])=O.[CH2:27]([O:34][C:35]([NH:37][CH2:38][CH2:39][C:40](O)=[O:41])=[O:36])[C:28]1[CH:33]=[CH:32][CH:31]=[CH:30][CH:29]=1.C1(N=C=NC2CCCCC2)CCCCC1.C(OCC)(=O)C, predict the reaction product. The product is: [Cl:18][C:8]1[CH:9]=[C:10]([C:14]([F:17])([F:16])[F:15])[CH:11]=[C:12]([Cl:13])[C:7]=1[N:6]1[C:2]([NH:1][C:40](=[O:41])[CH2:39][CH2:38][NH:37][C:35]([O:34][CH2:27][C:28]2[CH:29]=[CH:30][CH:31]=[CH:32][CH:33]=2)=[O:36])=[C:3]([S:21][C:23]([F:26])([F:25])[F:24])[C:4]([C:19]#[N:20])=[N:5]1. (4) Given the reactants [Cl:1][C:2]1[CH:9]=[CH:8][CH:7]=[CH:6][C:3]=1[CH:4]=O.[NH2:10][C:11]1[CH:15]=[C:14]([CH3:16])[NH:13][N:12]=1.[F:17][C:18]([F:28])([F:27])[C:19](=O)[CH2:20][C:21]([O:23][CH2:24][CH3:25])=[O:22], predict the reaction product. The product is: [Cl:1][C:2]1[CH:9]=[CH:8][CH:7]=[CH:6][C:3]=1[CH:4]1[C:20]([C:21]([O:23][CH2:24][CH3:25])=[O:22])=[C:19]([C:18]([F:17])([F:27])[F:28])[NH:10][C:11]2=[N:12][NH:13][C:14]([CH3:16])=[C:15]12. (5) Given the reactants [CH3:1][CH2:2][O:3][C:4]([N:6]1[CH:10]2[CH2:11][C:12]([CH2:14][CH:7]1[CH2:8][CH2:9]2)=O)=[O:5].[Cl-].[CH3:16][O:17][CH2:18][P+](C1C=CC=CC=1)(C1C=CC=CC=1)C1C=CC=CC=1.C[Si]([N-][Si](C)(C)C)(C)C.[Na+], predict the reaction product. The product is: [CH3:16][O:17][CH:18]=[C:12]1[CH2:14][CH:7]2[N:6]([C:4]([O:3][CH2:2][CH3:1])=[O:5])[CH:10]([CH2:9][CH2:8]2)[CH2:11]1. (6) Given the reactants Cl.[NH2:2][C:3]1[CH:23]=[CH:22][C:6]([O:7][CH2:8][CH2:9][CH2:10][O:11][S:12]([C:15]2[CH:20]=[CH:19][C:18]([CH3:21])=[CH:17][CH:16]=2)(=[O:14])=[O:13])=[CH:5][C:4]=1[CH2:24][S:25]([C:28]1[C:37]2[C:32](=[CH:33][CH:34]=[CH:35][CH:36]=2)[CH:31]=[CH:30][CH:29]=1)(=[O:27])=[O:26].[N:38]([O-])=O.[Na+].C(=O)([O-])[O-].[Na+].[Na+], predict the reaction product. The product is: [C:28]1([S:25]([C:24]2[C:4]3[C:3](=[CH:23][CH:22]=[C:6]([O:7][CH2:8][CH2:9][CH2:10][O:11][S:12]([C:15]4[CH:20]=[CH:19][C:18]([CH3:21])=[CH:17][CH:16]=4)(=[O:13])=[O:14])[CH:5]=3)[NH:2][N:38]=2)(=[O:26])=[O:27])[C:37]2[C:32](=[CH:33][CH:34]=[CH:35][CH:36]=2)[CH:31]=[CH:30][CH:29]=1. (7) Given the reactants [N:1]1[C:6]2[NH:7][CH:8]=[CH:9][C:5]=2[C:4]([N:10]2[CH2:14][CH2:13][C@@H:12]([N:15](C)[C:16]3[CH:21]=[CH:20][C:19]([N+:22]([O-])=O)=[C:18]([NH2:25])[N:17]=3)[CH2:11]2)=[N:3][CH:2]=1.[CH2:27](O)C, predict the reaction product. The product is: [N:1]1[C:6]2[NH:7][CH:8]=[CH:9][C:5]=2[C:4]([N:10]2[CH2:14][CH2:13][C@@H:12]([NH:15][C:16]3[C:21]([CH3:27])=[CH:20][C:19]([NH2:22])=[C:18]([NH2:25])[N:17]=3)[CH2:11]2)=[N:3][CH:2]=1. (8) Given the reactants C[O:2][C:3](=O)[C:4]1[CH:9]=[CH:8][C:7]([O:10][CH3:11])=[CH:6][C:5]=1[CH3:12].C1C(=O)[N:18](Br)C(=O)C1.C(OOC(=O)C1C=CC=CC=1)(=O)C1C=CC=CC=1.C([O-])(O)=O.[Na+], predict the reaction product. The product is: [CH3:11][O:10][C:7]1[CH:6]=[C:5]2[C:4](=[CH:9][CH:8]=1)[C:3](=[O:2])[NH:18][CH2:12]2.